This data is from Forward reaction prediction with 1.9M reactions from USPTO patents (1976-2016). The task is: Predict the product of the given reaction. (1) Given the reactants C(OC([N:8]1[CH2:12][CH2:11][CH2:10][CH:9]1[C:13](=[O:28])[NH:14][C:15]1[CH:16]=[C:17]([C:21]2[CH:26]=[CH:25][C:24]([Cl:27])=[CH:23][CH:22]=2)[CH:18]=[CH:19][CH:20]=1)=O)(C)(C)C.Cl.[CH3:30][O:31][C:32]([NH:34][CH:35]([CH:39]([CH3:41])[CH3:40])[C:36](O)=[O:37])=[O:33].CN(C(ON1N=NC2C=CC=NC1=2)=[N+](C)C)C.F[P-](F)(F)(F)(F)F.CCN(C(C)C)C(C)C, predict the reaction product. The product is: [CH3:30][O:31][C:32](=[O:33])[NH:34][CH:35]([C:36]([N:8]1[CH2:12][CH2:11][CH2:10][CH:9]1[C:13](=[O:28])[NH:14][C:15]1[CH:16]=[C:17]([C:21]2[CH:26]=[CH:25][C:24]([Cl:27])=[CH:23][CH:22]=2)[CH:18]=[CH:19][CH:20]=1)=[O:37])[CH:39]([CH3:41])[CH3:40]. (2) Given the reactants [O:1]=[C:2]1[NH:6][C:5]2[S:7][C:8]([C:10]([NH2:12])=[O:11])=[CH:9][C:4]=2[CH2:3]1.[C:13]1([C:19]2[C:23]([CH:24]=O)=[CH:22][NH:21][N:20]=2)[CH:18]=[CH:17][CH:16]=[CH:15][CH:14]=1, predict the reaction product. The product is: [O:1]=[C:2]1[NH:6][C:5]2[S:7][C:8]([C:10]([NH2:12])=[O:11])=[CH:9][C:4]=2/[C:3]/1=[CH:24]/[C:23]1[C:19]([C:13]2[CH:14]=[CH:15][CH:16]=[CH:17][CH:18]=2)=[N:20][NH:21][CH:22]=1. (3) Given the reactants [CH2:1]([C@@:4]1([CH3:35])[CH2:9][C@H:8]([C:10]2[CH:15]=[CH:14][CH:13]=[C:12]([Cl:16])[CH:11]=2)[C@@H:7]([C:17]2[CH:22]=[CH:21][C:20]([Cl:23])=[CH:19][CH:18]=2)[N:6]([C@@H:24]([CH2:32][CH3:33])[CH2:25][N:26]2[CH2:31][CH2:30][NH:29][CH2:28][CH2:27]2)[C:5]1=[O:34])[CH:2]=[CH2:3].[CH:36]1([S:39](Cl)(=[O:41])=[O:40])[CH2:38][CH2:37]1.C(N(C(C)C)CC)(C)C, predict the reaction product. The product is: [CH2:1]([C@@:4]1([CH3:35])[CH2:9][C@H:8]([C:10]2[CH:15]=[CH:14][CH:13]=[C:12]([Cl:16])[CH:11]=2)[C@@H:7]([C:17]2[CH:22]=[CH:21][C:20]([Cl:23])=[CH:19][CH:18]=2)[N:6]([C@@H:24]([CH2:32][CH3:33])[CH2:25][N:26]2[CH2:27][CH2:28][N:29]([S:39]([CH:36]3[CH2:38][CH2:37]3)(=[O:41])=[O:40])[CH2:30][CH2:31]2)[C:5]1=[O:34])[CH:2]=[CH2:3]. (4) Given the reactants [OH:1][CH2:2][C:3]1([CH2:23][N:24]2[C:28]3[CH:29]=[C:30]([C:33]#[N:34])[CH:31]=[CH:32][C:27]=3[N:26]=[CH:25]2)[CH2:22][CH2:21][CH2:20][C:5]2([O:9][C:8](=[O:10])[N:7]([CH2:11][C:12]3[CH:17]=[CH:16][C:15]([O:18][CH3:19])=[CH:14][CH:13]=3)[CH2:6]2)[CH2:4]1.CCN(C(C)C)C(C)C.[CH3:44][S:45](Cl)(=[O:47])=[O:46], predict the reaction product. The product is: [CH3:44][S:45]([O:1][CH2:2][C:3]1([CH2:23][N:24]2[C:28]3[CH:29]=[C:30]([C:33]#[N:34])[CH:31]=[CH:32][C:27]=3[N:26]=[CH:25]2)[CH2:22][CH2:21][CH2:20][C:5]2([O:9][C:8](=[O:10])[N:7]([CH2:11][C:12]3[CH:17]=[CH:16][C:15]([O:18][CH3:19])=[CH:14][CH:13]=3)[CH2:6]2)[CH2:4]1)(=[O:47])=[O:46]. (5) Given the reactants Cl[C:2]1[CH:11]=[CH:10][C:9]2[CH2:8][CH2:7][CH2:6][C:5](=[O:12])[C:4]=2[N:3]=1.[CH3:13][C:14]1[N:15]=[C:16]([C:19]2[CH:20]=[N:21][CH:22]=[CH:23][CH:24]=2)[S:17][CH:18]=1.C([O-])(=O)C.[K+], predict the reaction product. The product is: [CH3:13][C:14]1[N:15]=[C:16]([C:19]2[CH:20]=[N:21][CH:22]=[CH:23][CH:24]=2)[S:17][C:18]=1[C:2]1[CH:11]=[CH:10][C:9]2[CH2:8][CH2:7][CH2:6][C:5](=[O:12])[C:4]=2[N:3]=1. (6) Given the reactants [CH2:1]([C:3]1[N:4]=[C:5]([NH2:8])[S:6][CH:7]=1)[CH3:2].[Cl:9][C:10]1[C:11]([CH3:20])=[C:12]([S:16](Cl)(=[O:18])=[O:17])[CH:13]=[CH:14][CH:15]=1, predict the reaction product. The product is: [Cl:9][C:10]1[C:11]([CH3:20])=[C:12]([S:16]([NH:8][C:5]2[S:6][CH:7]=[C:3]([CH2:1][CH3:2])[N:4]=2)(=[O:18])=[O:17])[CH:13]=[CH:14][CH:15]=1. (7) Given the reactants Cl[C:2]1[C:7]([C:8]([F:11])([F:10])[F:9])=[CH:6][N:5]=[C:4]([NH:12][C:13]2[CH:18]=[CH:17][C:16]([CH:19]([NH:21][C:22](=[O:28])[O:23][C:24]([CH3:27])([CH3:26])[CH3:25])[CH3:20])=[CH:15][CH:14]=2)[N:3]=1.CCN(CC)CC.[C:36]([C:38]1[CH:43]=[CH:42][CH:41]=[CH:40][C:39]=1[CH2:44][C:45]([O:47][CH3:48])=[O:46])#[CH:37].C1C=CC(P(C2C=CC=CC=2)C2C=CC=CC=2)=CC=1, predict the reaction product. The product is: [C:24]([O:23][C:22]([NH:21][CH:19]([C:16]1[CH:17]=[CH:18][C:13]([NH:12][C:4]2[N:3]=[C:2]([C:37]#[C:36][C:38]3[CH:43]=[CH:42][CH:41]=[CH:40][C:39]=3[CH2:44][C:45]([O:47][CH3:48])=[O:46])[C:7]([C:8]([F:11])([F:10])[F:9])=[CH:6][N:5]=2)=[CH:14][CH:15]=1)[CH3:20])=[O:28])([CH3:27])([CH3:26])[CH3:25].